Dataset: Full USPTO retrosynthesis dataset with 1.9M reactions from patents (1976-2016). Task: Predict the reactants needed to synthesize the given product. Given the product [Br-:23].[C:9]([C:8]([C:17]1[CH:22]=[CH:21][CH:20]=[CH:19][CH:18]=1)([C:11]1[CH:12]=[CH:13][CH:14]=[CH:15][CH:16]=1)[C:4]12[CH2:7][N+:1]([CH2:24][CH2:25][CH2:26][C:27]3[CH:32]=[CH:31][CH:30]=[CH:29][CH:28]=3)([CH2:6][CH2:5]1)[CH2:2][CH2:3]2)#[N:10], predict the reactants needed to synthesize it. The reactants are: [N:1]12[CH2:7][C:4]([C:8]([C:17]3[CH:22]=[CH:21][CH:20]=[CH:19][CH:18]=3)([C:11]3[CH:16]=[CH:15][CH:14]=[CH:13][CH:12]=3)[C:9]#[N:10])([CH2:5][CH2:6]1)[CH2:3][CH2:2]2.[Br:23][CH2:24][CH2:25][CH2:26][C:27]1[CH:32]=[CH:31][CH:30]=[CH:29][CH:28]=1.